Predict the product of the given reaction. From a dataset of Forward reaction prediction with 1.9M reactions from USPTO patents (1976-2016). (1) Given the reactants COC1C=C(OC)C=CC=1C[N:6]([C:33]1[CH:38]=[CH:37][N:36]=[CH:35][N:34]=1)[S:7]([C:10]1[C:15]([F:16])=[CH:14][C:13]([O:17][C@H:18]2[CH2:23][CH2:22][CH2:21][CH2:20][C@@H:19]2[C:24]2[CH:25]=[N:26][N:27](COC)[CH:28]=2)=[CH:12][C:11]=1[F:32])(=[O:9])=[O:8].C([SiH](CC)CC)C.FC(F)(F)C(O)=O.Cl, predict the reaction product. The product is: [F:32][C:11]1[CH:12]=[C:13]([O:17][C@H:18]2[CH2:23][CH2:22][CH2:21][CH2:20][C@@H:19]2[C:24]2[CH:25]=[N:26][NH:27][CH:28]=2)[CH:14]=[C:15]([F:16])[C:10]=1[S:7]([NH:6][C:33]1[CH:38]=[CH:37][N:36]=[CH:35][N:34]=1)(=[O:8])=[O:9]. (2) Given the reactants [NH:1]1[C:5]2[CH:6]=[CH:7][CH:8]=[CH:9][C:4]=2[N:3]=[C:2]1[C:10]([C:12]1[CH:17]=[CH:16][C:15]([O:18][C:19]2[C:24]([C:25]3[CH2:26][CH2:27][O:28][CH2:29][CH:30]=3)=[CH:23][CH:22]=[CH:21][N:20]=2)=[CH:14][CH:13]=1)=[O:11].C([O-])=O.[NH4+], predict the reaction product. The product is: [NH:1]1[C:5]2[CH:6]=[CH:7][CH:8]=[CH:9][C:4]=2[N:3]=[C:2]1[CH:10]([C:12]1[CH:13]=[CH:14][C:15]([O:18][C:19]2[C:24]([CH:25]3[CH2:30][CH2:29][O:28][CH2:27][CH2:26]3)=[CH:23][CH:22]=[CH:21][N:20]=2)=[CH:16][CH:17]=1)[OH:11]. (3) Given the reactants Br[C:2]1[CH:7]=[CH:6][CH:5]=[C:4]([Br:8])[N:3]=1.C([Sn](CCCC)(CCCC)[C:14]1[S:18][C:17]([C:19]2[CH:20]=[N:21][CH:22]=[CH:23][CH:24]=2)=[N:16][CH:15]=1)CCC.C(Cl)Cl.C1(C)C=CC=CC=1, predict the reaction product. The product is: [Br:8][C:4]1[CH:5]=[CH:6][CH:7]=[C:2]([C:14]2[S:18][C:17]([C:19]3[CH:20]=[N:21][CH:22]=[CH:23][CH:24]=3)=[N:16][CH:15]=2)[N:3]=1. (4) Given the reactants [O:1]1[C:6]2[CH:7]=[CH:8][CH:9]=[CH:10][C:5]=2[O:4][CH2:3][CH:2]1C=O.[CH3:13][O:14]S([O-])(=O)=O.[CH3:19][S+](C)C.[OH-].[Na+], predict the reaction product. The product is: [O:14]1[CH2:13][CH:19]1[C:8]1[CH:9]=[CH:10][C:5]2[O:4][CH2:3][CH2:2][O:1][C:6]=2[CH:7]=1. (5) Given the reactants [F:1][C:2]1[C:7]([F:8])=[C:6]([F:9])[CH:5]=[CH:4][C:3]=1[OH:10].[CH:11]1[CH:16]=[CH:15][C:14]([CH2:17]Br)=[CH:13][CH:12]=1.C(Cl)C1C=CC=CC=1.C([O-])([O-])=O.[Na+].[Na+].C([O-])([O-])=O.[K+].[K+].C([O-])(O)=O.[Na+].CC([O-])(C)C.[K+].C(O[Na])(C)(C)C.S1(CCCC1)(=O)=O, predict the reaction product. The product is: [CH2:17]([O:10][C:3]1[CH:4]=[CH:5][C:6]([F:9])=[C:7]([F:8])[C:2]=1[F:1])[C:14]1[CH:15]=[CH:16][CH:11]=[CH:12][CH:13]=1. (6) Given the reactants NC1C=CC([C:8]2[C:13]([S:14]([NH2:17])(=[O:16])=[O:15])=[CH:12][CH:11]=[C:10]([NH2:18])[CH:9]=2)=CC=1.[Cl:19][C:20]1[CH:25]=[CH:24][C:23]([N:26]=[C:27]=[O:28])=[CH:22][CH:21]=1.[K+].[Br-].NC(N)=O, predict the reaction product. The product is: [CH:11]1[C:10]([NH:18][C:27]([NH:26][C:23]2[CH:22]=[CH:21][C:20]([Cl:19])=[CH:25][CH:24]=2)=[O:28])=[CH:9][CH:8]=[C:13]([S:14]([NH2:17])(=[O:15])=[O:16])[CH:12]=1.